From a dataset of CYP1A2 inhibition data for predicting drug metabolism from PubChem BioAssay. Regression/Classification. Given a drug SMILES string, predict its absorption, distribution, metabolism, or excretion properties. Task type varies by dataset: regression for continuous measurements (e.g., permeability, clearance, half-life) or binary classification for categorical outcomes (e.g., BBB penetration, CYP inhibition). Dataset: cyp1a2_veith. (1) The compound is Cc1ccc(Oc2nc(-c3ccccc3)ncc2S(C)(=O)=O)cc1. The result is 1 (inhibitor). (2) The result is 0 (non-inhibitor). The compound is O=C(O)c1c[nH]c2cc(OCc3ccccc3)ccc2c1=O. (3) The molecule is Cc1cccc(CNc2cc(-c3cccc(NS(C)(=O)=O)c3)ncn2)c1. The result is 1 (inhibitor).